This data is from Catalyst prediction with 721,799 reactions and 888 catalyst types from USPTO. The task is: Predict which catalyst facilitates the given reaction. Reactant: C([O:3][C:4](=O)[CH2:5][N:6]([S:23]([C:26]1[CH:27]=[C:28]([C:32]2[CH:37]=[CH:36][C:35]([F:38])=[CH:34][CH:33]=2)[CH:29]=[CH:30][CH:31]=1)(=[O:25])=[O:24])[C:7]1[CH:12]=[CH:11][C:10]([NH:13][C:14]([NH:16][C:17]2[CH:22]=[CH:21][CH:20]=[CH:19][CH:18]=2)=[O:15])=[CH:9][CH:8]=1)C.[H-].[H-].[H-].[H-].[Li+].[Al+3]. Product: [OH:3][CH2:4][CH2:5][N:6]([C:7]1[CH:12]=[CH:11][C:10]([NH:13][C:14]([NH:16][C:17]2[CH:18]=[CH:19][CH:20]=[CH:21][CH:22]=2)=[O:15])=[CH:9][CH:8]=1)[S:23]([C:26]1[CH:27]=[C:28]([C:32]2[CH:33]=[CH:34][C:35]([F:38])=[CH:36][CH:37]=2)[CH:29]=[CH:30][CH:31]=1)(=[O:25])=[O:24]. The catalyst class is: 1.